This data is from Full USPTO retrosynthesis dataset with 1.9M reactions from patents (1976-2016). The task is: Predict the reactants needed to synthesize the given product. (1) Given the product [CH3:24][NH:23][C:21](=[O:22])[C:20]1[CH:25]=[CH:26][CH:27]=[CH:28][C:19]=1[O:18][CH2:4][C@@H:2]1[CH2:3][O:1]1, predict the reactants needed to synthesize it. The reactants are: [O:1]1[CH2:3][C@H:2]1[CH2:4]OS(C1C=CC=C([N+]([O-])=O)C=1)(=O)=O.[OH:18][C:19]1[CH:28]=[CH:27][CH:26]=[CH:25][C:20]=1[C:21]([NH:23][CH3:24])=[O:22].C(=O)([O-])[O-].[Cs+].[Cs+]. (2) Given the product [CH2:19]([C:16]1[CH:17]=[CH:18][C:13]([NH:12][C:10](=[O:11])[CH:9]([NH:7][CH3:6])[CH3:34])=[N:14][C:15]=1[C:26]#[C:27][C:28]1[CH:29]=[CH:30][CH:31]=[CH:32][CH:33]=1)[C:20]1[CH:21]=[CH:22][CH:23]=[CH:24][CH:25]=1, predict the reactants needed to synthesize it. The reactants are: C(O[C:6](=O)[N:7]([CH:9]([CH3:34])[C:10]([NH:12][C:13]1[CH:18]=[CH:17][C:16]([CH2:19][C:20]2[CH:25]=[CH:24][CH:23]=[CH:22][CH:21]=2)=[C:15]([C:26]#[C:27][C:28]2[CH:33]=[CH:32][CH:31]=[CH:30][CH:29]=2)[N:14]=1)=[O:11])C)(C)(C)C.C(Cl)Cl.C(O)(C(F)(F)F)=O. (3) Given the product [Cl:1][C:2]1[N:6]2[CH:7]=[C:8]([C:15]3[O:16][CH:17]=[CH:18][CH:19]=3)[CH:9]=[C:10]([C:11]([F:13])([F:12])[F:14])[C:5]2=[N:4][C:3]=1[C:20]([OH:22])=[O:21], predict the reactants needed to synthesize it. The reactants are: [Cl:1][C:2]1[N:6]2[CH:7]=[C:8]([C:15]3[O:16][CH:17]=[CH:18][CH:19]=3)[CH:9]=[C:10]([C:11]([F:14])([F:13])[F:12])[C:5]2=[N:4][C:3]=1[C:20]([O:22]C)=[O:21].[OH-].[Na+].Cl. (4) Given the product [F:46][C:43]([F:44])([F:45])[C:42]([NH:41][C:39]1[CH:38]=[CH:37][CH:36]=[C:35]([CH2:34][N:21]2[C:22]3[C:27](=[CH:26][CH:25]=[CH:24][CH:23]=3)[C:28](=[O:29])[C:19]([C:17](=[O:18])[C:16]3[CH:30]=[CH:31][C:13]([O:12][CH3:11])=[C:14]([CH3:32])[CH:15]=3)=[CH:20]2)[N:40]=1)=[O:47], predict the reactants needed to synthesize it. The reactants are: C[Si](C)(C)N[Si](C)(C)C.[K].[CH3:11][O:12][C:13]1[CH:31]=[CH:30][C:16]([C:17]([C:19]2[C:28](=[O:29])[C:27]3[C:22](=[CH:23][CH:24]=[CH:25][CH:26]=3)[NH:21][CH:20]=2)=[O:18])=[CH:15][C:14]=1[CH3:32].Br[CH2:34][C:35]1[N:40]=[C:39]([NH:41][C:42](=[O:47])[C:43]([F:46])([F:45])[F:44])[CH:38]=[CH:37][CH:36]=1.O. (5) Given the product [Br:8][C:5]1[CH:6]=[CH:7][C:2]2[N:3]([C:18]([NH:17][C:10]([CH3:16])([CH3:9])[CH2:11][C:12]([CH3:15])([CH3:14])[CH3:13])=[C:23]([C:22]3[CH:25]=[CH:26][CH:27]=[CH:28][C:21]=3[O:20][CH3:19])[N:1]=2)[CH:4]=1, predict the reactants needed to synthesize it. The reactants are: [NH2:1][C:2]1[CH:7]=[CH:6][C:5]([Br:8])=[CH:4][N:3]=1.[CH3:9][C:10]([N+:17]#[C-:18])([CH3:16])[CH2:11][C:12]([CH3:15])([CH3:14])[CH3:13].[CH3:19][O:20][C:21]1[CH:28]=[CH:27][CH:26]=[CH:25][C:22]=1[CH:23]=O. (6) Given the product [CH2:10]([C:2]1([C:6]([O:8][CH3:9])=[O:7])[CH2:3][CH2:4][CH2:5][O:1]1)[CH3:11], predict the reactants needed to synthesize it. The reactants are: [O:1]1[CH2:5][CH2:4][CH2:3][CH:2]1[C:6]([O:8][CH3:9])=[O:7].[CH:10]([N-]C(C)C)(C)[CH3:11].[Li+].ICC. (7) Given the product [CH3:1][O:2][C:3](=[O:21])[CH:4]([NH:13][C:14]([O:16][C:17]([CH3:20])([CH3:19])[CH3:18])=[O:15])[CH2:5][C:6]1[CH:11]=[CH:10][C:9]([C:38]2[CH:39]=[CH:40][C:35]([C:25]3[C:26]4[O:27][C:28]5[CH:34]=[CH:33][CH:32]=[CH:31][C:29]=5[C:30]=4[CH:22]=[CH:23][CH:24]=3)=[CH:36][CH:37]=2)=[CH:8][CH:7]=1, predict the reactants needed to synthesize it. The reactants are: [CH3:1][O:2][C:3](=[O:21])[CH:4]([NH:13][C:14]([O:16][C:17]([CH3:20])([CH3:19])[CH3:18])=[O:15])[CH2:5][C:6]1[CH:11]=[CH:10][C:9](I)=[CH:8][CH:7]=1.[CH:22]1[C:30]2[C:29]3[CH:31]=[CH:32][CH:33]=[CH:34][C:28]=3[O:27][C:26]=2[C:25]([C:35]2[CH:40]=[CH:39][C:38](B(O)O)=[CH:37][CH:36]=2)=[CH:24][CH:23]=1.C([O-])([O-])=O.[K+].[K+]. (8) Given the product [N+:20]([C:23]1[CH:32]=[C:31]2[C:26]([CH2:27][CH2:28][CH2:29]/[C:30]/2=[CH:13]\[C:14]([O:16][CH3:17])=[O:15])=[CH:25][CH:24]=1)([O-:22])=[O:21], predict the reactants needed to synthesize it. The reactants are: C[Si]([N-][Si](C)(C)C)(C)C.[Li+].C[Si](C)(C)[CH2:13][C:14]([O:16][CH3:17])=[O:15].[N+:20]([C:23]1[CH:32]=[C:31]2[C:26]([CH2:27][CH2:28][CH2:29][C:30]2=O)=[CH:25][CH:24]=1)([O-:22])=[O:21].O. (9) The reactants are: O[CH2:2][CH:3]1[CH2:8][CH2:7][N:6]([C:9]([O:11][C:12]([CH3:15])([CH3:14])[CH3:13])=[O:10])[CH2:5][CH2:4]1.C1(P(C2C=CC=CC=2)C2C=CC=CC=2)C=CC=CC=1.N1C=CN=C1.[I:40]I. Given the product [I:40][CH2:2][CH:3]1[CH2:8][CH2:7][N:6]([C:9]([O:11][C:12]([CH3:15])([CH3:14])[CH3:13])=[O:10])[CH2:5][CH2:4]1, predict the reactants needed to synthesize it. (10) Given the product [S:32]([OH:36])([OH:35])(=[O:34])=[O:33].[CH3:1][C:2]1[CH:11]=[CH:10][C:9]2[C:4](=[CH:5][CH:6]=[CH:7][C:8]=2[N:12]2[CH2:17][CH2:16][N:15]([CH2:18][CH2:19][C:20]3[CH:21]=[C:22]([N:26]4[CH2:30][CH2:29][NH:28][C:27]4=[O:31])[CH:23]=[CH:24][CH:25]=3)[CH2:14][CH2:13]2)[N:3]=1, predict the reactants needed to synthesize it. The reactants are: [CH3:1][C:2]1[CH:11]=[CH:10][C:9]2[C:4](=[CH:5][CH:6]=[CH:7][C:8]=2[N:12]2[CH2:17][CH2:16][N:15]([CH2:18][CH2:19][C:20]3[CH:21]=[C:22]([N:26]4[CH2:30][CH2:29][NH:28][C:27]4=[O:31])[CH:23]=[CH:24][CH:25]=3)[CH2:14][CH2:13]2)[N:3]=1.[S:32](=[O:36])(=[O:35])([OH:34])[OH:33].